Dataset: Reaction yield outcomes from USPTO patents with 853,638 reactions. Task: Predict the reaction yield, written as a fraction of the theoretical maximum amount of product (1.0 means a 100% yield; for example, 0.34 means a 34% yield). (1) The reactants are Cl[C:2]1[C:3]([O:8][CH:9]2[CH2:12][N:11](C(OCC3C=CC=CC=3)=O)[CH2:10]2)=[N:4][CH:5]=[CH:6][N:7]=1. The catalyst is [Pd].CCO. The product is [NH:11]1[CH2:10][CH:9]([O:8][C:3]2[CH:2]=[N:7][CH:6]=[CH:5][N:4]=2)[CH2:12]1. The yield is 1.81. (2) The reactants are [Si:1]([O:8][C@@H:9]1[C@@:28]2([CH3:29])[C:13](=[CH:14][CH:15]=[C:16]3[C@@H:27]2[CH2:26][CH2:25][C@@:24]2([CH3:30])[C@H:17]3[CH2:18][CH:19]=[C:20]2[C@H:21]([OH:23])[CH3:22])[CH2:12][C@@H:11]([O:31][Si:32]([C:35]([CH3:38])([CH3:37])[CH3:36])([CH3:34])[CH3:33])[CH2:10]1)([C:4]([CH3:7])([CH3:6])[CH3:5])([CH3:3])[CH3:2].[H-].[Na+].C1OCCOCCOCCOCCOC1.Br[CH2:57]/[CH:58]=[CH:59]\[C:60]([CH3:70])([O:62][Si:63]([CH2:68][CH3:69])([CH2:66][CH3:67])[CH2:64][CH3:65])[CH3:61]. The catalyst is O1CCCC1. The product is [Si:1]([O:8][C@@H:9]1[C@@:28]2([CH3:29])[C:13](=[CH:14][CH:15]=[C:16]3[C@@H:27]2[CH2:26][CH2:25][C@@:24]2([CH3:30])[C@H:17]3[CH2:18][CH:19]=[C:20]2[C@H:21]([O:23][CH2:57]/[CH:58]=[CH:59]\[C:60]([CH3:70])([O:62][Si:63]([CH2:66][CH3:67])([CH2:68][CH3:69])[CH2:64][CH3:65])[CH3:61])[CH3:22])[CH2:12][C@@H:11]([O:31][Si:32]([C:35]([CH3:37])([CH3:36])[CH3:38])([CH3:33])[CH3:34])[CH2:10]1)([C:4]([CH3:7])([CH3:6])[CH3:5])([CH3:3])[CH3:2]. The yield is 0.850. (3) The product is [CH2:6]([O:13][C:14]([N:16]1[CH2:20][C@@H:19]([S:3][C:1](=[O:4])[CH3:2])[CH2:18][C@H:17]1[CH2:32][O:33][Si:34]([C:37]([CH3:40])([CH3:39])[CH3:38])([CH3:35])[CH3:36])=[O:15])[C:7]1[CH:8]=[CH:9][CH:10]=[CH:11][CH:12]=1. The catalyst is CN(C)C=O. The yield is 0.880. The reactants are [C:1]([O-:4])(=[S:3])[CH3:2].[Na+].[CH2:6]([O:13][C:14]([N:16]1[CH2:20][C@H:19](OS(C2C=CC(C)=CC=2)(=O)=O)[CH2:18][C@H:17]1[CH2:32][O:33][Si:34]([C:37]([CH3:40])([CH3:39])[CH3:38])([CH3:36])[CH3:35])=[O:15])[C:7]1[CH:12]=[CH:11][CH:10]=[CH:9][CH:8]=1.O. (4) The reactants are [Cl:1][C:2]1[N:7]=[N:6][C:5]([NH2:8])=[CH:4][CH:3]=1.[C:9](O[C:9]([O:11][C:12]([CH3:15])([CH3:14])[CH3:13])=[O:10])([O:11][C:12]([CH3:15])([CH3:14])[CH3:13])=[O:10].[OH2:24].CN([CH:28]=[O:29])C. The catalyst is CN(C1C=CN=CC=1)C. The product is [C:12]([O:24][C:28]([N:8]([C:5]1[N:6]=[N:7][C:2]([Cl:1])=[CH:3][CH:4]=1)[C:9]([O:11][C:12]([CH3:15])([CH3:14])[CH3:13])=[O:10])=[O:29])([CH3:15])([CH3:14])[CH3:13]. The yield is 0.800. (5) The reactants are Br[C:2]1[CH:7]=[CH:6][CH:5]=[C:4]([Br:8])[N:3]=1.C([Li])CCC.[C:14]([O:18][C:19]([N:21]1[CH2:26][CH2:25][CH:24]([C:27](N(OC)C)=[O:28])[CH2:23][CH2:22]1)=[O:20])([CH3:17])([CH3:16])[CH3:15].[OH-].[Na+]. The catalyst is ClCCl.CCCCCC. The product is [Br:8][C:4]1[CH:5]=[CH:6][CH:7]=[C:2]([C:27]([CH:24]2[CH2:25][CH2:26][N:21]([C:19]([O:18][C:14]([CH3:17])([CH3:16])[CH3:15])=[O:20])[CH2:22][CH2:23]2)=[O:28])[N:3]=1. The yield is 1.00. (6) The reactants are [CH:1]1([C:4]2[CH:5]=[N:6][CH:7]=[CH:8][CH:9]=2)[CH2:3][CH2:2]1.[ClH:10]. The catalyst is CO. The product is [ClH:10].[CH:1]1([CH:4]2[CH2:9][CH2:8][CH2:7][NH:6][CH2:5]2)[CH2:3][CH2:2]1. The yield is 0.820. (7) The reactants are [C:1]([C:3]1[CH:8]=[C:7]([N:9]2[C:14]3[N:15]=[CH:16][C:17]([F:19])=[CH:18][C:13]=3[CH2:12][N:11]([CH2:20][CH:21]3[CH2:26][CH2:25][N:24]([C:27](OC(C)(C)C)=O)[CH2:23][CH2:22]3)[C:10]2=[O:34])[CH:6]=[CH:5][N:4]=1)#[N:2].ClC1[C:37]2[CH:45]=[CH:44][N:43]=[CH:42][C:38]=2[N:39]=[CH:40][N:41]=1. No catalyst specified. The product is [F:19][C:17]1[CH:16]=[N:15][C:14]2[N:9]([C:7]3[CH:6]=[CH:5][N:4]=[C:3]([C:1]#[N:2])[CH:8]=3)[C:10](=[O:34])[N:11]([CH2:20][CH:21]3[CH2:26][CH2:25][N:24]([C:27]4[C:37]5[CH:45]=[CH:44][N:43]=[CH:42][C:38]=5[N:39]=[CH:40][N:41]=4)[CH2:23][CH2:22]3)[CH2:12][C:13]=2[CH:18]=1. The yield is 0.170. (8) The product is [CH2:23]([O:25][CH:26]1[CH2:31][CH2:30][N:29]([C:15]([C:14]2[CH:13]=[C:12]([CH:20]=[CH:19][CH:18]=2)[CH2:11][C:9]2[C:10]3[C:5](=[C:4]([CH3:22])[NH:3][C:2]=3[CH3:1])[C:6](=[O:21])[NH:7][N:8]=2)=[O:17])[CH2:28][CH2:27]1)[CH3:24]. The reactants are [CH3:1][C:2]1[NH:3][C:4]([CH3:22])=[C:5]2[C:10]=1[C:9]([CH2:11][C:12]1[CH:13]=[C:14]([CH:18]=[CH:19][CH:20]=1)[C:15]([OH:17])=O)=[N:8][NH:7][C:6]2=[O:21].[CH2:23]([O:25][CH:26]1[CH2:31][CH2:30][NH:29][CH2:28][CH2:27]1)[CH3:24].C(N(CC)CC)C. The yield is 0.225. The catalyst is CN(C=O)C.